Dataset: NCI-60 drug combinations with 297,098 pairs across 59 cell lines. Task: Regression. Given two drug SMILES strings and cell line genomic features, predict the synergy score measuring deviation from expected non-interaction effect. (1) Drug 1: C1CCN(CC1)CCOC2=CC=C(C=C2)C(=O)C3=C(SC4=C3C=CC(=C4)O)C5=CC=C(C=C5)O. Drug 2: C1=CC(=CC=C1CCCC(=O)O)N(CCCl)CCCl. Synergy scores: CSS=14.3, Synergy_ZIP=-6.20, Synergy_Bliss=1.03, Synergy_Loewe=-1.32, Synergy_HSA=-0.614. Cell line: SK-OV-3. (2) Drug 1: CC1C(C(=O)NC(C(=O)N2CCCC2C(=O)N(CC(=O)N(C(C(=O)O1)C(C)C)C)C)C(C)C)NC(=O)C3=C4C(=C(C=C3)C)OC5=C(C(=O)C(=C(C5=N4)C(=O)NC6C(OC(=O)C(N(C(=O)CN(C(=O)C7CCCN7C(=O)C(NC6=O)C(C)C)C)C)C(C)C)C)N)C. Drug 2: C1CNP(=O)(OC1)N(CCCl)CCCl. Cell line: OVCAR-4. Synergy scores: CSS=-1.73, Synergy_ZIP=-0.431, Synergy_Bliss=-1.32, Synergy_Loewe=-2.47, Synergy_HSA=-2.47. (3) Drug 1: CC1=C(C=C(C=C1)NC2=NC=CC(=N2)N(C)C3=CC4=NN(C(=C4C=C3)C)C)S(=O)(=O)N.Cl. Drug 2: CC(C1=C(C=CC(=C1Cl)F)Cl)OC2=C(N=CC(=C2)C3=CN(N=C3)C4CCNCC4)N. Cell line: U251. Synergy scores: CSS=21.0, Synergy_ZIP=0.283, Synergy_Bliss=4.04, Synergy_Loewe=4.06, Synergy_HSA=4.56. (4) Drug 1: C(CN)CNCCSP(=O)(O)O. Drug 2: B(C(CC(C)C)NC(=O)C(CC1=CC=CC=C1)NC(=O)C2=NC=CN=C2)(O)O. Cell line: NCI-H226. Synergy scores: CSS=30.2, Synergy_ZIP=0.200, Synergy_Bliss=-1.04, Synergy_Loewe=-63.5, Synergy_HSA=-2.37. (5) Drug 2: COCCOC1=C(C=C2C(=C1)C(=NC=N2)NC3=CC=CC(=C3)C#C)OCCOC.Cl. Drug 1: C(CC(=O)O)C(=O)CN.Cl. Synergy scores: CSS=4.90, Synergy_ZIP=2.77, Synergy_Bliss=6.07, Synergy_Loewe=2.83, Synergy_HSA=2.33. Cell line: K-562. (6) Drug 1: C1CN1C2=NC(=NC(=N2)N3CC3)N4CC4. Drug 2: CCC1(CC2CC(C3=C(CCN(C2)C1)C4=CC=CC=C4N3)(C5=C(C=C6C(=C5)C78CCN9C7C(C=CC9)(C(C(C8N6C)(C(=O)OC)O)OC(=O)C)CC)OC)C(=O)OC)O.OS(=O)(=O)O. Cell line: MDA-MB-231. Synergy scores: CSS=17.3, Synergy_ZIP=-3.63, Synergy_Bliss=-0.675, Synergy_Loewe=-0.856, Synergy_HSA=-0.755. (7) Drug 1: CC1=CC=C(C=C1)C2=CC(=NN2C3=CC=C(C=C3)S(=O)(=O)N)C(F)(F)F. Drug 2: CS(=O)(=O)CCNCC1=CC=C(O1)C2=CC3=C(C=C2)N=CN=C3NC4=CC(=C(C=C4)OCC5=CC(=CC=C5)F)Cl. Cell line: NCI-H226. Synergy scores: CSS=-1.60, Synergy_ZIP=0.915, Synergy_Bliss=1.49, Synergy_Loewe=-2.54, Synergy_HSA=-2.54. (8) Drug 1: C1=CC(=CC=C1CC(C(=O)O)N)N(CCCl)CCCl.Cl. Drug 2: CC1C(C(CC(O1)OC2CC(OC(C2O)C)OC3=CC4=CC5=C(C(=O)C(C(C5)C(C(=O)C(C(C)O)O)OC)OC6CC(C(C(O6)C)O)OC7CC(C(C(O7)C)O)OC8CC(C(C(O8)C)O)(C)O)C(=C4C(=C3C)O)O)O)O. Cell line: A549. Synergy scores: CSS=24.1, Synergy_ZIP=-6.01, Synergy_Bliss=1.15, Synergy_Loewe=-0.704, Synergy_HSA=-0.557. (9) Drug 1: C1=NNC2=C1C(=O)NC=N2. Drug 2: C(CCl)NC(=O)N(CCCl)N=O. Cell line: DU-145. Synergy scores: CSS=-5.96, Synergy_ZIP=0.790, Synergy_Bliss=-0.524, Synergy_Loewe=-8.68, Synergy_HSA=-5.22.